From a dataset of Forward reaction prediction with 1.9M reactions from USPTO patents (1976-2016). Predict the product of the given reaction. (1) Given the reactants [CH3:1][O:2][C:3]1[CH:4]=[C:5]([N:9]([CH3:30])[C:10]2[C:22]3[C:21]4[C:16](=[CH:17][CH:18]=[CH:19][CH:20]=4)[NH:15][C:14]=3[N:13]=[C:12]([NH:23]C(=O)C(C)(C)C)[N:11]=2)[CH:6]=[CH:7][CH:8]=1.[OH-].[Na+], predict the reaction product. The product is: [CH3:1][O:2][C:3]1[CH:4]=[C:5]([N:9]([CH3:30])[C:10]2[C:22]3[C:21]4[C:16](=[CH:17][CH:18]=[CH:19][CH:20]=4)[NH:15][C:14]=3[N:13]=[C:12]([NH2:23])[N:11]=2)[CH:6]=[CH:7][CH:8]=1. (2) Given the reactants C[O:2][C:3]1[C:4]([CH3:27])=[C:5]([C:18]([O:25]C)=[C:19]([O:23][CH3:24])[C:20]=1[O:21][CH3:22])[CH2:6][C:7]1[CH:8]=[CH:9][C:10]([O:16][CH3:17])=[C:11]([CH:15]=1)[C:12]([OH:14])=[O:13].O=[N+]([O-])[O-].[O-][N+](=O)[O-].[O-][N+](=O)[O-].[O-][N+](=O)[O-].[O-][N+](=O)[O-].[O-][N+](=O)[O-].[Ce+4].[NH4+].[NH4+], predict the reaction product. The product is: [CH3:22][O:21][C:20]1[C:3](=[O:2])[C:4]([CH3:27])=[C:5]([CH2:6][C:7]2[CH:8]=[CH:9][C:10]([O:16][CH3:17])=[C:11]([CH:15]=2)[C:12]([OH:14])=[O:13])[C:18](=[O:25])[C:19]=1[O:23][CH3:24]. (3) The product is: [Li+:8].[CH3:2][CH:1]([N-:4][CH:5]([CH3:7])[CH3:6])[CH3:3].[CH3:38][O:37][C:36]([CH:30]1[CH2:31][CH2:32][CH2:33][CH2:34][N:28]([CH2:21][C:22]2[CH:27]=[CH:26][CH:25]=[CH:24][CH:23]=2)[C:29]1=[O:35])=[O:39]. Given the reactants [CH:1]([NH:4][CH:5]([CH3:7])[CH3:6])([CH3:3])[CH3:2].[Li:8]CCCC.[Li+].CC([N-]C(C)C)C.[CH2:21]([N:28]1[CH2:34][CH2:33][CH2:32][CH2:31][CH2:30][C:29]1=[O:35])[C:22]1[CH:27]=[CH:26][CH:25]=[CH:24][CH:23]=1.[C:36](=O)([O:39]C)[O:37][CH3:38].Cl, predict the reaction product. (4) Given the reactants [Br:1][C:2]1[C:10]2[C:9](Cl)=[N:8][CH:7]=[N:6][C:5]=2[S:4][C:3]=1[C:12]1[CH:17]=[CH:16][C:15]([F:18])=[CH:14][CH:13]=1.[OH:19][C@H:20]([CH2:26][C:27]1[CH:32]=[CH:31][CH:30]=[CH:29][C:28]=1[O:33][CH3:34])[C:21]([O:23][CH2:24][CH3:25])=[O:22].C([O-])([O-])=O.[Cs+].[Cs+].C(O)(C)(C)C, predict the reaction product. The product is: [Br:1][C:2]1[C:10]2[C:9]([O:19][C@H:20]([CH2:26][C:27]3[CH:32]=[CH:31][CH:30]=[CH:29][C:28]=3[O:33][CH3:34])[C:21]([O:23][CH2:24][CH3:25])=[O:22])=[N:8][CH:7]=[N:6][C:5]=2[S:4][C:3]=1[C:12]1[CH:17]=[CH:16][C:15]([F:18])=[CH:14][CH:13]=1.